This data is from Reaction yield outcomes from USPTO patents with 853,638 reactions. The task is: Predict the reaction yield, written as a fraction of the theoretical maximum amount of product (1.0 means a 100% yield; for example, 0.34 means a 34% yield). (1) The reactants are Cl[C:2]1[CH:7]=[CH:6][NH:5][C:4](=[O:8])[C:3]=1[C:9]1[NH:13][C:12]2[CH:14]=[C:15]([N:19]3[CH2:23][CH2:22][C:21]4([CH2:27][CH2:26][N:25]([CH2:28][CH3:29])[CH2:24]4)[CH2:20]3)[CH:16]=[C:17]([CH3:18])[C:11]=2[N:10]=1.[NH2:30][CH2:31][C@H:32]([C:34]1[CH:39]=[CH:38][CH:37]=[C:36]([Cl:40])[CH:35]=1)[OH:33].CCN(CC)CC. The product is [Cl:40][C:36]1[CH:35]=[C:34]([C@H:32]([OH:33])[CH2:31][NH:30][C:2]2[CH:7]=[CH:6][NH:5][C:4](=[O:8])[C:3]=2[C:9]2[NH:13][C:12]3[CH:14]=[C:15]([N:19]4[CH2:23][CH2:22][C:21]5([CH2:27][CH2:26][N:25]([CH2:28][CH3:29])[CH2:24]5)[CH2:20]4)[CH:16]=[C:17]([CH3:18])[C:11]=3[N:10]=2)[CH:39]=[CH:38][CH:37]=1. The catalyst is CCO. The yield is 0.350. (2) The yield is 0.600. The product is [C:35]([CH:9]([P:4](=[O:3])([OH:5])[OH:8])[CH2:10][C:11]([CH3:34])=[CH:12][CH2:13][C:14]1[C:15]([OH:27])=[C:16]2[C:20](=[C:21]([CH3:25])[C:22]=1[O:23][CH3:24])[CH2:19][O:18][C:17]2=[O:26])#[N:36]. The reactants are C([O:3][P:4]([CH:9]([C:35]#[N:36])[CH2:10][C:11]([CH3:34])=[CH:12][CH2:13][C:14]1[C:15]([O:27]CC[Si](C)(C)C)=[C:16]2[C:20](=[C:21]([CH3:25])[C:22]=1[O:23][CH3:24])[CH2:19][O:18][C:17]2=[O:26])(=[O:8])[O:5]CC)C.C[Si](Br)(C)C.N1C(C)=CC=CC=1C. The catalyst is C(#N)C. (3) The reactants are C([NH:8][C:9]1[C:10]([CH3:32])=[C:11]([CH3:31])[C:12]2[O:16][CH:15]=[C:14]([C:17]3[CH:22]=[CH:21][C:20]([CH:23]4[CH2:28][CH2:27][CH2:26][CH2:25][CH2:24]4)=[CH:19][CH:18]=3)[C:13]=2[C:29]=1[CH3:30])C1C=CC=CC=1. The catalyst is CCCCCC. The product is [CH:23]1([C:20]2[CH:19]=[CH:18][C:17]([C:14]3[C:13]4[C:29]([CH3:30])=[C:9]([NH2:8])[C:10]([CH3:32])=[C:11]([CH3:31])[C:12]=4[O:16][CH:15]=3)=[CH:22][CH:21]=2)[CH2:24][CH2:25][CH2:26][CH2:27][CH2:28]1. The yield is 0.790. (4) The reactants are C([O:3][C:4]([C:6]1[C:7]([C:12]2[CH:17]=[CH:16][C:15]([Cl:18])=[CH:14][CH:13]=2)=[N:8][O:9][C:10]=1[CH3:11])=[O:5])C.[CH:19](=O)[C:20]1[CH:25]=[CH:24][CH:23]=[CH:22][CH:21]=1.[O-]CC.[Na+].Cl. The catalyst is C(O)C. The product is [Cl:18][C:15]1[CH:14]=[CH:13][C:12]([C:7]2[C:6]([C:4]([OH:3])=[O:5])=[C:10](/[CH:11]=[CH:19]/[C:20]3[CH:25]=[CH:24][CH:23]=[CH:22][CH:21]=3)[O:9][N:8]=2)=[CH:17][CH:16]=1. The yield is 0.530.